From a dataset of Full USPTO retrosynthesis dataset with 1.9M reactions from patents (1976-2016). Predict the reactants needed to synthesize the given product. (1) Given the product [CH3:44][C:40]1([CH3:45])[CH2:39][CH2:38][C:37]([CH3:46])([CH3:47])[C:36]2[CH:35]=[C:34]([C:27]3([CH2:28][CH:29]=[CH:30][CH2:31][CH2:32][CH3:33])[C:15]4[CH:24]=[CH:23][C:18]([C:19]([O:21][CH3:22])=[O:20])=[CH:17][C:16]=4[O:25][CH2:26]3)[CH:43]=[CH:42][C:41]1=2, predict the reactants needed to synthesize it. The reactants are: C(N(CCCC)CCCC)CCC.I[C:15]1[CH:24]=[CH:23][C:18]([C:19]([O:21][CH3:22])=[O:20])=[CH:17][C:16]=1[O:25][CH2:26][C:27]([C:34]1[CH:43]=[CH:42][C:41]2[C:40]([CH3:45])([CH3:44])[CH2:39][CH2:38][C:37]([CH3:47])([CH3:46])[C:36]=2[CH:35]=1)=[CH:28][CH2:29][CH2:30][CH2:31][CH2:32][CH3:33]. (2) The reactants are: [OH:1][CH2:2][C@@H:3]1[CH2:8][C@@H:7]2[C@@H:5]([CH2:6]2)[N:4]1[C:9]([O:11][C:12]([CH3:15])([CH3:14])[CH3:13])=[O:10].CC(OI1(OC(C)=O)(OC(C)=O)OC(=O)C2C=CC=CC1=2)=O.C([O-])(O)=O.[Na+].[O-]S([O-])(=S)=O.[Na+].[Na+]. Given the product [CH:2]([C@@H:3]1[CH2:8][C@@H:7]2[C@@H:5]([CH2:6]2)[N:4]1[C:9]([O:11][C:12]([CH3:15])([CH3:14])[CH3:13])=[O:10])=[O:1], predict the reactants needed to synthesize it.